Dataset: Reaction yield outcomes from USPTO patents with 853,638 reactions. Task: Predict the reaction yield, written as a fraction of the theoretical maximum amount of product (1.0 means a 100% yield; for example, 0.34 means a 34% yield). The product is [C:1]([O:5][C:6]([NH:8][C@@:9]1([C:22]([OH:24])=[O:23])[CH2:16][C:13]2([CH2:15][CH2:14]2)[C@@H:12]2[C@H:10]1[C@H:11]2[C:17]([OH:19])=[O:18])=[O:7])([CH3:4])([CH3:2])[CH3:3]. The yield is 0.980. The reactants are [C:1]([O:5][C:6]([NH:8][C@@:9]1([C:22]([O:24]CC)=[O:23])[CH2:16][C:13]2([CH2:15][CH2:14]2)[C@@H:12]2[C@H:10]1[C@H:11]2[C:17]([O:19]CC)=[O:18])=[O:7])([CH3:4])([CH3:3])[CH3:2].O.[OH-].[Li+]. The catalyst is O1CCCC1.O.